This data is from Full USPTO retrosynthesis dataset with 1.9M reactions from patents (1976-2016). The task is: Predict the reactants needed to synthesize the given product. (1) The reactants are: [C:1]([C:3]1[CH:8]=[CH:7][C:6]([CH2:9][CH2:10][C:11]([O:13][CH3:14])=[O:12])=[CH:5][CH:4]=1)#[CH:2].Br[C:16]1[CH:21]=[CH:20][CH:19]=[C:18]([CH3:22])[C:17]=1[CH3:23]. Given the product [CH3:23][C:17]1[C:18]([CH3:22])=[CH:19][CH:20]=[CH:21][C:16]=1[C:2]#[C:1][C:3]1[CH:8]=[CH:7][C:6]([CH2:9][CH2:10][C:11]([O:13][CH3:14])=[O:12])=[CH:5][CH:4]=1, predict the reactants needed to synthesize it. (2) The reactants are: [N:1]1[CH:6]=[CH:5][CH:4]=[C:3]([CH:7]=[N:8][N:9]2[CH2:18][C:17]3[C:12](=[CH:13][CH:14]=[C:15]([C:19]([F:28])([C:24]([F:27])([F:26])[F:25])[C:20]([F:23])([F:22])[F:21])[CH:16]=3)[NH:11][C:10]2=[O:29])[CH:2]=1.[H-].[Na+].[C:32](OC(=O)C)(=[O:34])[CH3:33]. Given the product [C:32]([N:11]1[C:12]2[C:17](=[CH:16][C:15]([C:19]([F:28])([C:24]([F:25])([F:26])[F:27])[C:20]([F:22])([F:21])[F:23])=[CH:14][CH:13]=2)[CH2:18][N:9]([N:8]=[CH:7][C:3]2[CH:2]=[N:1][CH:6]=[CH:5][CH:4]=2)[C:10]1=[O:29])(=[O:34])[CH3:33], predict the reactants needed to synthesize it. (3) Given the product [CH2:1]([C:5]1[N:6]=[C:7]([CH3:27])[N:8]([CH2:66][C:62]2[S:61][C:60]([CH3:59])=[N:64][C:63]=2[CH3:65])[C:9](=[O:26])[C:10]=1[CH2:11][C:12]1[CH:17]=[CH:16][C:15]([C:18]2[C:19]([C:24]#[N:25])=[CH:20][CH:21]=[CH:22][CH:23]=2)=[CH:14][CH:13]=1)[CH2:2][CH2:3][CH3:4], predict the reactants needed to synthesize it. The reactants are: [CH2:1]([C:5]1[N:6]=[C:7]([CH3:27])[NH:8][C:9](=[O:26])[C:10]=1[CH2:11][C:12]1[CH:17]=[CH:16][C:15]([C:18]2[C:19]([C:24]#[N:25])=[CH:20][CH:21]=[CH:22][CH:23]=2)=[CH:14][CH:13]=1)[CH2:2][CH2:3][CH3:4].N(C(N1CCCCC1)=O)=NC(N1CCCCC1)=O.C(P(CCCC)CCCC)CCC.[CH3:59][C:60]1[S:61][C:62]([CH2:66]O)=[C:63]([CH3:65])[N:64]=1. (4) Given the product [CH3:7][N:6]1[C:2]([B:20]2[O:28][C:25]([CH3:27])([CH3:26])[C:22]([CH3:24])([CH3:23])[O:21]2)=[C:3]([C:8]2[CH:13]=[CH:12][CH:11]=[CH:10][CH:9]=2)[CH:4]=[N:5]1, predict the reactants needed to synthesize it. The reactants are: Br[C:2]1[N:6]([CH3:7])[N:5]=[CH:4][C:3]=1[C:8]1[CH:13]=[CH:12][CH:11]=[CH:10][CH:9]=1.CC1C([B:20]2[O:28][C:25]([CH3:27])([CH3:26])[C:22]([CH3:24])([CH3:23])[O:21]2)=C(C)ON=1.O1CCOCC1.C([O-])(=O)C.[K+]. (5) Given the product [F:10][C:11]1[C:16]([CH:17]=[O:18])=[CH:15][CH:14]=[CH:13][C:12]=1[C:2]1[CH:7]=[CH:6][CH:5]=[C:4]([O:8][CH3:9])[CH:3]=1, predict the reactants needed to synthesize it. The reactants are: Br[C:2]1[CH:3]=[C:4]([O:8][CH3:9])[CH:5]=[CH:6][CH:7]=1.[F:10][C:11]1[C:16]([CH:17]=[O:18])=[CH:15][CH:14]=[CH:13][C:12]=1B(O)O. (6) Given the product [CH3:13][N:14]1[C:18]2[C:19]3[CH:20]=[CH:21][CH:22]=[CH:23][C:24]=3[O:25][C:26]3([CH2:31][CH2:30][N:29]([C:5]([C:4]4[CH:3]=[C:2]([CH3:1])[CH:10]=[CH:9][CH:8]=4)=[O:6])[CH2:28][CH2:27]3)[C:17]=2[CH:16]=[N:15]1, predict the reactants needed to synthesize it. The reactants are: [CH3:1][C:2]1[CH:3]=[C:4]([CH:8]=[CH:9][CH:10]=1)[C:5](Cl)=[O:6].Cl.Cl.[CH3:13][N:14]1[C:18]2[C:19]3[CH:20]=[CH:21][CH:22]=[CH:23][C:24]=3[O:25][C:26]3([CH2:31][CH2:30][NH:29][CH2:28][CH2:27]3)[C:17]=2[CH:16]=[N:15]1.C(N(CC)CC)C. (7) Given the product [NH2:21][CH:18]1[CH2:17][CH2:16][N:15]([CH2:14][CH2:13][N:10]2[C:11]3[C:6](=[N:5][CH:4]=[C:3]([C:1]#[N:2])[CH:12]=3)[CH:7]=[CH:8][C:9]2=[O:29])[CH2:20][CH2:19]1, predict the reactants needed to synthesize it. The reactants are: [C:1]([C:3]1[CH:12]=[C:11]2[C:6]([CH:7]=[CH:8][C:9](=[O:29])[N:10]2[CH2:13][CH2:14][N:15]2[CH2:20][CH2:19][CH:18]([NH:21]C(=O)OC(C)(C)C)[CH2:17][CH2:16]2)=[N:5][CH:4]=1)#[N:2].Cl.C(OCC)(=O)C.C(=O)([O-])O.[Na+].